Dataset: NCI-60 drug combinations with 297,098 pairs across 59 cell lines. Task: Regression. Given two drug SMILES strings and cell line genomic features, predict the synergy score measuring deviation from expected non-interaction effect. (1) Drug 1: CC1=C2C(C(=O)C3(C(CC4C(C3C(C(C2(C)C)(CC1OC(=O)C(C(C5=CC=CC=C5)NC(=O)OC(C)(C)C)O)O)OC(=O)C6=CC=CC=C6)(CO4)OC(=O)C)OC)C)OC. Drug 2: C1=NC(=NC(=O)N1C2C(C(C(O2)CO)O)O)N. Cell line: M14. Synergy scores: CSS=45.2, Synergy_ZIP=3.99, Synergy_Bliss=2.57, Synergy_Loewe=-6.50, Synergy_HSA=2.81. (2) Drug 1: CCC1(CC2CC(C3=C(CCN(C2)C1)C4=CC=CC=C4N3)(C5=C(C=C6C(=C5)C78CCN9C7C(C=CC9)(C(C(C8N6C)(C(=O)OC)O)OC(=O)C)CC)OC)C(=O)OC)O.OS(=O)(=O)O. Drug 2: CCCCC(=O)OCC(=O)C1(CC(C2=C(C1)C(=C3C(=C2O)C(=O)C4=C(C3=O)C=CC=C4OC)O)OC5CC(C(C(O5)C)O)NC(=O)C(F)(F)F)O. Cell line: CAKI-1. Synergy scores: CSS=50.4, Synergy_ZIP=9.51, Synergy_Bliss=7.18, Synergy_Loewe=-0.196, Synergy_HSA=0.787.